This data is from Reaction yield outcomes from USPTO patents with 853,638 reactions. The task is: Predict the reaction yield, written as a fraction of the theoretical maximum amount of product (1.0 means a 100% yield; for example, 0.34 means a 34% yield). (1) The reactants are [CH2:1]([N:8]1[CH2:14][C:13]2[N:15]=[CH:16][C:17](Cl)=[N:18][C:12]=2[O:11][CH2:10][CH2:9]1)[C:2]1[CH:7]=[CH:6][CH:5]=[CH:4][CH:3]=1.[CH3:20][NH:21][CH:22]([CH3:24])[CH3:23].CC(C1C=C(C(C)C)C(C2C=CC=CC=2P(C2CCCCC2)C2CCCCC2)=C(C(C)C)C=1)C.CC(C)([O-])C.[Na+]. The catalyst is C1(C)C=CC=CC=1.C1C=CC(/C=C/C(/C=C/C2C=CC=CC=2)=O)=CC=1.C1C=CC(/C=C/C(/C=C/C2C=CC=CC=2)=O)=CC=1.C1C=CC(/C=C/C(/C=C/C2C=CC=CC=2)=O)=CC=1.[Pd].[Pd].O. The product is [CH2:1]([N:8]1[CH2:14][C:13]2[N:15]=[CH:16][C:17]([N:21]([CH3:20])[CH:22]([CH3:24])[CH3:23])=[N:18][C:12]=2[O:11][CH2:10][CH2:9]1)[C:2]1[CH:7]=[CH:6][CH:5]=[CH:4][CH:3]=1. The yield is 0.140. (2) The reactants are [CH3:1][N:2]([CH2:8][C:9]1[CH:14]=[CH:13][C:12]([N+:15]([O-])=O)=[CH:11][CH:10]=1)[CH2:3][C:4]([O:6][CH3:7])=[O:5]. The catalyst is CCOC(C)=O. The product is [NH2:15][C:12]1[CH:11]=[CH:10][C:9]([CH2:8][N:2]([CH3:1])[CH2:3][C:4]([O:6][CH3:7])=[O:5])=[CH:14][CH:13]=1. The yield is 0.970. (3) The reactants are [NH2:1][CH2:2][C@H:3]1[C@H:11]2[N:6]([C:7]3[CH:15]=[CH:14][C:13]([N:16]4[CH2:21][CH2:20][O:19][CH2:18][C:17]4=[O:22])=[CH:12][C:8]=3[O:9][CH2:10]2)[C:5](=[O:23])[O:4]1.[Cl:24][C:25]1[CH:30]=[CH:29][C:28]([N:31]=[C:32]=[O:33])=[CH:27][CH:26]=1. The catalyst is C(Cl)Cl. The product is [Cl:24][C:25]1[CH:30]=[CH:29][C:28]([NH:31][C:32]([NH:1][CH2:2][C@H:3]2[C@H:11]3[N:6]([C:7]4[CH:15]=[CH:14][C:13]([N:16]5[CH2:21][CH2:20][O:19][CH2:18][C:17]5=[O:22])=[CH:12][C:8]=4[O:9][CH2:10]3)[C:5](=[O:23])[O:4]2)=[O:33])=[CH:27][CH:26]=1. The yield is 0.844. (4) The reactants are [F:1][C:2]1[C:7]([CH2:8][O:9][C:10](=[O:12])[CH3:11])=[C:6]([NH:13][C:14]2[CH:19]=[CH:18][CH:17]=[CH:16][CH:15]=2)[C:5]([N+:20]([O-])=O)=[CH:4][CH:3]=1. The catalyst is CCOC(C)=O.[Pd]. The product is [NH2:20][C:5]1[C:6]([NH:13][C:14]2[CH:19]=[CH:18][CH:17]=[CH:16][CH:15]=2)=[C:7]([C:2]([F:1])=[CH:3][CH:4]=1)[CH2:8][O:9][C:10](=[O:12])[CH3:11]. The yield is 0.800. (5) The reactants are [H-].[Na+].CN(C)C=O.[NH:8]1[CH:12]=[CH:11][N:10]=[CH:9]1.[Cl:13][C:14]1[N:23]=[C:22](Cl)[C:21]2[C:16](=[CH:17][CH:18]=[CH:19][CH:20]=2)[N:15]=1. The catalyst is O1CCCC1. The product is [Cl:13][C:14]1[N:23]=[C:22]([N:8]2[CH:12]=[CH:11][N:10]=[CH:9]2)[C:21]2[C:16](=[CH:17][CH:18]=[CH:19][CH:20]=2)[N:15]=1. The yield is 0.770. (6) The catalyst is C(O)C.O.C(OCC)C.CCCC(C)C. The reactants are C([O:3][C:4](=[O:33])[CH2:5][C:6]1[CH:7]=[C:8]([C:12]2[C:13]([C:18]3[CH:23]=[C:22]([Cl:24])[CH:21]=[CH:20][C:19]=3[O:25][CH2:26][C:27]3[CH:32]=[CH:31][CH:30]=[CH:29][CH:28]=3)=[CH:14][CH:15]=[CH:16][CH:17]=2)[CH:9]=[CH:10][CH:11]=1)C.[OH-].[Na+]. The yield is 0.800. The product is [CH2:26]([O:25][C:19]1[CH:20]=[CH:21][C:22]([Cl:24])=[CH:23][C:18]=1[C:13]1[C:12]([C:8]2[CH:9]=[CH:10][CH:11]=[C:6]([CH2:5][C:4]([OH:33])=[O:3])[CH:7]=2)=[CH:17][CH:16]=[CH:15][CH:14]=1)[C:27]1[CH:32]=[CH:31][CH:30]=[CH:29][CH:28]=1. (7) The reactants are [CH3:1][O:2][C:3]1[C:4]([NH:14][C:15](=[O:19])OCC)=[N:5][C:6]2[C:11]([N:12]=1)=[CH:10][C:9]([CH3:13])=[CH:8][CH:7]=2.[CH3:20][O:21][C:22]1[CH:27]=[CH:26][CH:25]=[CH:24][C:23]=1[N:28]1[CH2:33][CH2:32][NH:31][CH2:30][CH2:29]1. No catalyst specified. The product is [CH3:1][O:2][C:3]1[C:4]([NH:14][C:15]([N:31]2[CH2:30][CH2:29][N:28]([C:23]3[CH:24]=[CH:25][CH:26]=[CH:27][C:22]=3[O:21][CH3:20])[CH2:33][CH2:32]2)=[O:19])=[N:5][C:6]2[C:11]([N:12]=1)=[CH:10][C:9]([CH3:13])=[CH:8][CH:7]=2. The yield is 0.900. (8) The reactants are [CH2:1]([C:4]1[CH:9]=[C:8]([C:10]2[S:11][CH:12]=[C:13]([C:15]3[CH:20]=[CH:19][C:18]([NH2:21])=[CH:17][CH:16]=3)[N:14]=2)[CH:7]=[CH:6][N:5]=1)[CH2:2][CH3:3].[C:22]([O:26][C:27](O[C:27]([O:26][C:22]([CH3:25])([CH3:24])[CH3:23])=[O:28])=[O:28])([CH3:25])([CH3:24])[CH3:23]. The catalyst is CN(C)C1C=CN=CC=1.C1COCC1. The product is [CH2:1]([C:4]1[CH:9]=[C:8]([C:10]2[S:11][CH:12]=[C:13]([C:15]3[CH:16]=[CH:17][C:18]([NH:21][C:27](=[O:28])[O:26][C:22]([CH3:25])([CH3:24])[CH3:23])=[CH:19][CH:20]=3)[N:14]=2)[CH:7]=[CH:6][N:5]=1)[CH2:2][CH3:3]. The yield is 0.430. (9) The reactants are [CH:1]1([C:4]2[CH:9]=[CH:8][C:7]([CH2:10][C:11]([O:13]C)=[O:12])=[CH:6][CH:5]=2)[CH2:3][CH2:2]1.CO.[OH-].[Na+]. The catalyst is C1COCC1. The product is [CH:1]1([C:4]2[CH:9]=[CH:8][C:7]([CH2:10][C:11]([OH:13])=[O:12])=[CH:6][CH:5]=2)[CH2:2][CH2:3]1. The yield is 0.600.